This data is from Hepatocyte clearance measurements from AstraZeneca. The task is: Regression/Classification. Given a drug SMILES string, predict its absorption, distribution, metabolism, or excretion properties. Task type varies by dataset: regression for continuous measurements (e.g., permeability, clearance, half-life) or binary classification for categorical outcomes (e.g., BBB penetration, CYP inhibition). For this dataset (clearance_hepatocyte_az), we predict log10(clearance) (log10 of the in vitro intrinsic clearance, CLint, in uL/min per 10^6 hepatocytes; values are censored to the assay range of 3 to 150, which is 0.477 to 2.18 on this log10 scale). The drug is O=C(CC1CCCCCC1)Nc1cccc2c(=O)n([C@H]3CCNC3)ccc12. The log10(clearance) is 0.480.